From a dataset of Reaction yield outcomes from USPTO patents with 853,638 reactions. Predict the reaction yield, written as a fraction of the theoretical maximum amount of product (1.0 means a 100% yield; for example, 0.34 means a 34% yield). The reactants are Br[C:2]1[N:6]2[C:7]3[C:12]([CH2:13][CH2:14][C:5]2=[C:4]([C:21]([N:23]2[CH2:28][CH2:27][O:26][CH2:25][C:24]2([CH3:30])[CH3:29])=[O:22])[N:3]=1)=[CH:11][C:10]([O:15][CH3:16])=[C:9]([CH2:17][CH:18]([CH3:20])[CH3:19])[CH:8]=3.ClCCl.[F:34][C:35]1[S:39][C:38](B2OC(C)(C)C(C)(C)O2)=[CH:37][CH:36]=1.C(=O)([O-])[O-].[Cs+].[Cs+].O1CCOCC1. The catalyst is C1C=CC(P(C2C=CC=CC=2)[C-]2C=CC=C2)=CC=1.C1C=CC(P(C2C=CC=CC=2)[C-]2C=CC=C2)=CC=1.Cl[Pd]Cl.[Fe+2]. The product is [CH3:29][C:24]1([CH3:30])[CH2:25][O:26][CH2:27][CH2:28][N:23]1[C:21]([C:4]1[N:3]=[C:2]([C:38]2[S:39][C:35]([F:34])=[CH:36][CH:37]=2)[N:6]2[C:7]3[C:12](=[CH:11][C:10]([O:15][CH3:16])=[C:9]([CH2:17][CH:18]([CH3:20])[CH3:19])[CH:8]=3)[CH2:13][CH2:14][C:5]=12)=[O:22]. The yield is 0.650.